This data is from Full USPTO retrosynthesis dataset with 1.9M reactions from patents (1976-2016). The task is: Predict the reactants needed to synthesize the given product. (1) The reactants are: [Cl:1][C:2]1[NH:10][C:9]2[C:8](=[O:11])[N:7]([CH2:12][CH2:13][CH2:14][OH:15])[C:6](=[O:16])[N:5]([CH2:17][CH2:18][CH2:19][CH2:20][CH3:21])[C:4]=2[N:3]=1.ClC(Cl)(O[C:26](=[O:32])OC(Cl)(Cl)Cl)Cl.N1C=CC=CC=1.[CH2:40]([NH2:47])[C:41]1[CH:46]=[CH:45][CH:44]=[CH:43][CH:42]=1. Given the product [C:41]1([CH2:40][NH:47][C:26](=[O:32])[O:15][CH2:14][CH2:13][CH2:12][N:7]2[C:8](=[O:11])[C:9]3[NH:10][C:2]([Cl:1])=[N:3][C:4]=3[N:5]([CH2:17][CH2:18][CH2:19][CH2:20][CH3:21])[C:6]2=[O:16])[CH:46]=[CH:45][CH:44]=[CH:43][CH:42]=1, predict the reactants needed to synthesize it. (2) Given the product [F:1][C:2]1[CH:11]=[CH:10][C:9]2[N:8]=[CH:7][C:6](=[O:12])[N:5]3[CH2:13][C:14]([OH:17])([CH2:15][OH:16])[C:3]=1[C:4]=23, predict the reactants needed to synthesize it. The reactants are: [F:1][C:2]1[CH:11]=[CH:10][C:9]2[NH:8][CH2:7][C:6](=[O:12])[N:5]3[CH2:13][C:14]([OH:17])([CH2:15][OH:16])[C:3]=1[C:4]=23. (3) Given the product [CH3:25][N:26]([CH3:32])[C@@H:27]1[CH2:31][CH2:30][N:29]([CH2:6][CH2:7][C:8]2[O:9][C:10]3[CH:16]=[CH:15][C:14]([C:17]4[CH:22]=[CH:21][C:20]([C:23]#[N:24])=[CH:19][CH:18]=4)=[CH:13][C:11]=3[CH:12]=2)[CH2:28]1, predict the reactants needed to synthesize it. The reactants are: CS(O[CH2:6][CH2:7][C:8]1[O:9][C:10]2[CH:16]=[CH:15][C:14]([C:17]3[CH:22]=[CH:21][C:20]([C:23]#[N:24])=[CH:19][CH:18]=3)=[CH:13][C:11]=2[CH:12]=1)(=O)=O.[CH3:25][N:26]([CH3:32])[C@@H:27]1[CH2:31][CH2:30][NH:29][CH2:28]1. (4) Given the product [NH:1]1[C:9]2[C:4](=[CH:5][CH:6]=[CH:7][CH:8]=2)[CH:3]=[C:2]1[CH2:10][CH2:11][CH2:12][NH:13][C:14](=[O:25])[C@@H:15]([NH2:18])[CH2:16][CH3:17], predict the reactants needed to synthesize it. The reactants are: [NH:1]1[C:9]2[C:4](=[CH:5][CH:6]=[CH:7][CH:8]=2)[CH:3]=[C:2]1[CH2:10][CH2:11][CH2:12][NH:13][C:14](=[O:25])[C@@H:15]([NH:18]C(=O)C(F)(F)F)[CH2:16][CH3:17].O1CCCC1.CO.[OH-].[Na+]. (5) Given the product [Cl:1][C:2]1[CH:3]=[C:4]([CH:15]=[CH:16][C:17]=1[F:18])[O:5][C:6]1[C:7]([C:8]([N:26]2[C:27]3[C:22](=[CH:21][C:20]([F:19])=[C:29]([F:30])[CH:28]=3)[CH2:23][CH2:24][CH2:25]2)=[O:10])=[CH:11][CH:12]=[CH:13][N:14]=1, predict the reactants needed to synthesize it. The reactants are: [Cl:1][C:2]1[CH:3]=[C:4]([CH:15]=[CH:16][C:17]=1[F:18])[O:5][C:6]1[N:14]=[CH:13][CH:12]=[CH:11][C:7]=1[C:8]([OH:10])=O.[F:19][C:20]1[CH:21]=[C:22]2[C:27](=[CH:28][C:29]=1[F:30])[NH:26][CH2:25][CH2:24][CH2:23]2.C(N(CCCC)CCCC)CCC.[I-].ClC1C=CC=C[N+]=1C.